This data is from Forward reaction prediction with 1.9M reactions from USPTO patents (1976-2016). The task is: Predict the product of the given reaction. (1) Given the reactants [CH3:1][Si:2]([C:5]#[CH:6])([CH3:4])[CH3:3].C([Li])CCC.[CH:12]([SiH:15]([CH:17]([CH3:19])[CH3:18])Cl)([CH3:14])[CH3:13], predict the reaction product. The product is: [CH3:1][Si:2]([C:5]#[C:6][SiH:15]([CH:17]([CH3:19])[CH3:18])[CH:12]([CH3:14])[CH3:13])([CH3:4])[CH3:3]. (2) Given the reactants [Cl:1][C:2]1[CH:24]=[C:23]([N+:25]([O-:27])=[O:26])[CH:22]=[CH:21][C:3]=1[O:4][C:5]1[CH:6]=[C:7]([CH:18]=[CH:19][CH:20]=1)[C:8]([NH:10][C:11]([CH3:17])([C:13]([O:15]C)=[O:14])[CH3:12])=[O:9].C(O)(C)C.[OH-].[Na+].Cl, predict the reaction product. The product is: [Cl:1][C:2]1[CH:24]=[C:23]([N+:25]([O-:27])=[O:26])[CH:22]=[CH:21][C:3]=1[O:4][C:5]1[CH:6]=[C:7]([CH:18]=[CH:19][CH:20]=1)[C:8]([NH:10][C:11]([CH3:12])([C:13]([OH:15])=[O:14])[CH3:17])=[O:9].